This data is from Forward reaction prediction with 1.9M reactions from USPTO patents (1976-2016). The task is: Predict the product of the given reaction. (1) Given the reactants [NH2:1][C:2]1[C:3]([C:10]([O:12]C)=[O:11])=[N:4][C:5]([CH3:9])=[C:6]([CH3:8])[N:7]=1.CO.O.[OH-].[Li+:18], predict the reaction product. The product is: [NH2:1][C:2]1[C:3]([C:10]([O-:12])=[O:11])=[N:4][C:5]([CH3:9])=[C:6]([CH3:8])[N:7]=1.[Li+:18]. (2) Given the reactants [Cl:1][C:2]1[CH:31]=[CH:30][C:5]([O:6][C:7]2[CH:29]=[N:28][C:10]3[N:11]([CH3:27])[C:12](=[O:26])[N:13]([CH2:16][CH2:17][CH2:18][O:19][CH:20]4[CH2:25][CH2:24][CH2:23][CH2:22][O:21]4)[C:14](=[O:15])[C:9]=3[CH:8]=2)=[CH:4][CH:3]=1.[Li+].CC([N-]C(C)C)C.[F:40][C:41]1[CH:48]=[CH:47][C:44]([CH:45]=[O:46])=[CH:43][CH:42]=1, predict the reaction product. The product is: [Cl:1][C:2]1[CH:31]=[CH:30][C:5]([O:6][C:7]2[CH:29]=[N:28][C:10]3[N:11]([CH3:27])[C:12](=[O:26])[N:13]([CH2:16][CH2:17][CH2:18][O:19][CH:20]4[CH2:25][CH2:24][CH2:23][CH2:22][O:21]4)[C:14](=[O:15])[C:9]=3[C:8]=2[CH:45]([C:44]2[CH:47]=[CH:48][C:41]([F:40])=[CH:42][CH:43]=2)[OH:46])=[CH:4][CH:3]=1. (3) Given the reactants [Cl:1][C:2]1[CH:7]=[CH:6][CH:5]=[C:4]([Cl:8])[C:3]=1[C:9]1[C:13]([CH2:14][O:15][C:16]2[CH:17]=[C:18]3[C:22](=[CH:23][CH:24]=2)[N:21]([S:25]([C:28]2[CH:29]=[C:30]([CH:35]=[CH:36][CH:37]=2)[C:31]([O:33]C)=[O:32])(=[O:27])=[O:26])[CH:20]=[CH:19]3)=[C:12]([CH:38]([CH3:40])[CH3:39])[O:11][N:10]=1.[OH-].[Li+].O1CCOCC1.S([O-])(O)(=O)=O.[Na+], predict the reaction product. The product is: [Cl:8][C:4]1[CH:5]=[CH:6][CH:7]=[C:2]([Cl:1])[C:3]=1[C:9]1[C:13]([CH2:14][O:15][C:16]2[CH:17]=[C:18]3[C:22](=[CH:23][CH:24]=2)[N:21]([S:25]([C:28]2[CH:29]=[C:30]([CH:35]=[CH:36][CH:37]=2)[C:31]([OH:33])=[O:32])(=[O:27])=[O:26])[CH:20]=[CH:19]3)=[C:12]([CH:38]([CH3:40])[CH3:39])[O:11][N:10]=1. (4) Given the reactants [NH2:1][C@:2]([O:83][CH2:84][CH:85]=[CH2:86])([C:8]([NH:10][C@@H:11]([C:18]([NH:20][CH2:21][C:22]([NH:24][C@H:25]([C:34]([NH:36][C@@H:37]([C:51]([NH:53][C@H:54]([C:63]([NH:65]C(OCC1C2C(=CC=CC=2)C2C1=CC=CC=2)=O)=[O:64])[CH2:55][C:56](=[O:62])[O:57][C:58]([CH3:61])([CH3:60])[CH3:59])=[O:52])[CH2:38][CH2:39][CH2:40][CH2:41][NH:42][NH:43][C:44]([O:46][C:47]([CH3:50])([CH3:49])[CH3:48])=[O:45])=[O:35])[CH2:26][C:27](=[O:33])[O:28][C:29]([CH3:32])([CH3:31])[CH3:30])=[O:23])=[O:19])[CH2:12][O:13][C:14]([CH3:17])([CH3:16])[CH3:15])=[O:9])[CH2:3][CH2:4][C:5](=[O:7])[OH:6], predict the reaction product. The product is: [CH3:34][N:36]1[CH2:40][CH2:39][CH2:38][CH2:37]1.[NH2:1][C@:2]([O:83][CH2:84][CH:85]=[CH2:86])([C:8]([NH:10][C@@H:11]([C:18]([NH:20][CH2:21][C:22]([NH:24][C@H:25]([C:34]([NH:36][C@@H:37]([C:51]([NH:53][C@H:54]([C:63]([NH2:65])=[O:64])[CH2:55][C:56](=[O:62])[O:57][C:58]([CH3:61])([CH3:60])[CH3:59])=[O:52])[CH2:38][CH2:39][CH2:40][CH2:41][NH:42][NH:43][C:44]([O:46][C:47]([CH3:48])([CH3:49])[CH3:50])=[O:45])=[O:35])[CH2:26][C:27](=[O:33])[O:28][C:29]([CH3:32])([CH3:31])[CH3:30])=[O:23])=[O:19])[CH2:12][O:13][C:14]([CH3:17])([CH3:16])[CH3:15])=[O:9])[CH2:3][CH2:4][C:5](=[O:6])[OH:7].